Dataset: NCI-60 drug combinations with 297,098 pairs across 59 cell lines. Task: Regression. Given two drug SMILES strings and cell line genomic features, predict the synergy score measuring deviation from expected non-interaction effect. (1) Drug 1: C1=C(C(=O)NC(=O)N1)N(CCCl)CCCl. Drug 2: CC12CCC3C(C1CCC2OP(=O)(O)O)CCC4=C3C=CC(=C4)OC(=O)N(CCCl)CCCl.[Na+]. Cell line: UACC-257. Synergy scores: CSS=2.42, Synergy_ZIP=-5.57, Synergy_Bliss=-9.78, Synergy_Loewe=-19.9, Synergy_HSA=-8.98. (2) Drug 1: C1C(C(OC1N2C=NC3=C(N=C(N=C32)Cl)N)CO)O. Drug 2: CC1=C2C(C(=O)C3(C(CC4C(C3C(C(C2(C)C)(CC1OC(=O)C(C(C5=CC=CC=C5)NC(=O)C6=CC=CC=C6)O)O)OC(=O)C7=CC=CC=C7)(CO4)OC(=O)C)O)C)OC(=O)C. Cell line: SF-539. Synergy scores: CSS=35.9, Synergy_ZIP=1.30, Synergy_Bliss=2.97, Synergy_Loewe=-12.0, Synergy_HSA=2.24. (3) Drug 1: C1=C(C(=O)NC(=O)N1)F. Drug 2: C1=CC(=CC=C1CCCC(=O)O)N(CCCl)CCCl. Cell line: NCI-H522. Synergy scores: CSS=15.6, Synergy_ZIP=-15.8, Synergy_Bliss=-16.0, Synergy_Loewe=-14.4, Synergy_HSA=-12.0. (4) Drug 1: C1=CC(=CC=C1C#N)C(C2=CC=C(C=C2)C#N)N3C=NC=N3. Drug 2: C1=CC=C(C(=C1)C(C2=CC=C(C=C2)Cl)C(Cl)Cl)Cl. Cell line: NCI-H460. Synergy scores: CSS=1.69, Synergy_ZIP=1.66, Synergy_Bliss=1.39, Synergy_Loewe=1.70, Synergy_HSA=-2.28. (5) Drug 1: C1=CN(C=N1)CC(O)(P(=O)(O)O)P(=O)(O)O. Drug 2: CC(C)CN1C=NC2=C1C3=CC=CC=C3N=C2N. Cell line: EKVX. Synergy scores: CSS=3.48, Synergy_ZIP=6.13, Synergy_Bliss=2.88, Synergy_Loewe=2.65, Synergy_HSA=1.74. (6) Drug 1: CN(C)N=NC1=C(NC=N1)C(=O)N. Drug 2: CCC1=C2CN3C(=CC4=C(C3=O)COC(=O)C4(CC)O)C2=NC5=C1C=C(C=C5)O. Cell line: OVCAR-8. Synergy scores: CSS=28.5, Synergy_ZIP=0.0358, Synergy_Bliss=-0.00142, Synergy_Loewe=-13.3, Synergy_HSA=-1.49. (7) Drug 1: CCC1(CC2CC(C3=C(CCN(C2)C1)C4=CC=CC=C4N3)(C5=C(C=C6C(=C5)C78CCN9C7C(C=CC9)(C(C(C8N6C)(C(=O)OC)O)OC(=O)C)CC)OC)C(=O)OC)O.OS(=O)(=O)O. Drug 2: COC1=NC(=NC2=C1N=CN2C3C(C(C(O3)CO)O)O)N. Cell line: TK-10. Synergy scores: CSS=3.48, Synergy_ZIP=-1.19, Synergy_Bliss=-0.105, Synergy_Loewe=1.56, Synergy_HSA=0.252.